This data is from Catalyst prediction with 721,799 reactions and 888 catalyst types from USPTO. The task is: Predict which catalyst facilitates the given reaction. (1) Reactant: [OH-].[Li+].[CH:3]1([C@H:9]([NH:14][C:15]([C:17]2[CH:22]=[CH:21][C:20]([F:23])=[CH:19][C:18]=2[NH:24][C:25]([NH:27][C:28]2[C:33]([CH3:34])=[CH:32][CH:31]=[CH:30][C:29]=2[CH3:35])=[O:26])=[O:16])[C:10]([O:12]C)=[O:11])[CH2:8][CH2:7][CH2:6][CH2:5][CH2:4]1.CO.O. Product: [CH:3]1([C@H:9]([NH:14][C:15]([C:17]2[CH:22]=[CH:21][C:20]([F:23])=[CH:19][C:18]=2[NH:24][C:25]([NH:27][C:28]2[C:33]([CH3:34])=[CH:32][CH:31]=[CH:30][C:29]=2[CH3:35])=[O:26])=[O:16])[C:10]([OH:12])=[O:11])[CH2:4][CH2:5][CH2:6][CH2:7][CH2:8]1. The catalyst class is: 1. (2) Reactant: [C:1]1([S:7]([N:10]2[C:14]3[N:15]=[CH:16][N:17]=[C:18]([N:19]4[CH2:24][CH2:23][CH2:22][CH2:21][CH2:20]4)[C:13]=3[C:12](I)=[CH:11]2)(=[O:9])=[O:8])[CH:6]=[CH:5][CH:4]=[CH:3][CH:2]=1.C(N(CC)CC)C.[CH2:33]([Si:35]([C:40]#[CH:41])([CH2:38][CH3:39])[CH2:36][CH3:37])[CH3:34].O. Product: [C:1]1([S:7]([N:10]2[C:14]3[N:15]=[CH:16][N:17]=[C:18]([N:19]4[CH2:24][CH2:23][CH2:22][CH2:21][CH2:20]4)[C:13]=3[C:12]([C:34]#[C:33][Si:35]([CH2:40][CH3:41])([CH2:38][CH3:39])[CH2:36][CH3:37])=[CH:11]2)(=[O:9])=[O:8])[CH:6]=[CH:5][CH:4]=[CH:3][CH:2]=1. The catalyst class is: 555. (3) Reactant: [Cl:1][C:2]1[C:3]([F:31])=[C:4]([C@@H:8]2[C@:12]([C:15]3[CH:20]=[CH:19][C:18]([Cl:21])=[CH:17][C:16]=3[F:22])([C:13]#[N:14])[C@H:11]([CH2:23][C:24]([CH3:27])([CH3:26])[CH3:25])[NH:10][C@H:9]2[C:28](O)=[O:29])[CH:5]=[CH:6][CH:7]=1.CCN(C(C)C)C(C)C.C1(P(Cl)(C2C=CC=CC=2)=O)C=CC=CC=1.[NH2:56][C:57]1[CH:62]=[CH:61][C:60]([CH2:63][CH2:64][CH2:65][C:66]([O:68][CH3:69])=[O:67])=[CH:59][CH:58]=1. Product: [Cl:1][C:2]1[C:3]([F:31])=[C:4]([C@@H:8]2[C@:12]([C:15]3[CH:20]=[CH:19][C:18]([Cl:21])=[CH:17][C:16]=3[F:22])([C:13]#[N:14])[C@H:11]([CH2:23][C:24]([CH3:26])([CH3:27])[CH3:25])[NH:10][C@H:9]2[C:28]([NH:56][C:57]2[CH:58]=[CH:59][C:60]([CH2:63][CH2:64][CH2:65][C:66]([O:68][CH3:69])=[O:67])=[CH:61][CH:62]=2)=[O:29])[CH:5]=[CH:6][CH:7]=1. The catalyst class is: 4. (4) Reactant: [CH2:1]([O:3][C:4]([O:11][CH2:12][CH3:13])([CH3:10])[C:5](OCC)=[O:6])[CH3:2].[H-].[Al+3].[Li+].[H-].[H-].[H-].S([O-])([O-])(=O)=O.[Na+].[Na+]. Product: [CH2:1]([O:3][C:4]([O:11][CH2:12][CH3:13])([CH3:10])[CH2:5][OH:6])[CH3:2]. The catalyst class is: 27. (5) Reactant: [CH2:1]1[C:9]2[C:4](=[CH:5][C:6]([NH:10][C:11]3[C:19]4[C:18]5[CH2:20][NH:21][CH2:22][CH2:23][C:17]=5[NH:16][C:15]=4[N:14]=[CH:13][CH:12]=3)=[CH:7][CH:8]=2)[CH2:3][CH2:2]1.[C:24](OC(=O)C)(=[O:26])[CH3:25].C(N(CC)CC)C. Product: [CH2:1]1[C:9]2[C:4](=[CH:5][C:6]([NH:10][C:11]3[C:19]4[C:18]5[CH2:20][N:21]([C:24](=[O:26])[CH3:25])[CH2:22][CH2:23][C:17]=5[NH:16][C:15]=4[N:14]=[CH:13][CH:12]=3)=[CH:7][CH:8]=2)[CH2:3][CH2:2]1. The catalyst class is: 26.